From a dataset of Reaction yield outcomes from USPTO patents with 853,638 reactions. Predict the reaction yield, written as a fraction of the theoretical maximum amount of product (1.0 means a 100% yield; for example, 0.34 means a 34% yield). (1) The reactants are I[C:2]1[N:14](S(C2C=CC(C)=CC=2)(=O)=O)[C:5]2=[N:6][CH:7]=[C:8]3[CH:12]=[N:11][N:10]([CH3:13])[C:9]3=[C:4]2[CH:3]=1.[CH3:25][N:26]1[CH:30]=[C:29](B2OC(C)(C)C(C)(C)O2)[CH:28]=[N:27]1.C([O-])([O-])=O.[Na+].[Na+].[OH-].[Na+]. The catalyst is O1CCOCC1.O.CO. The product is [CH3:13][N:10]1[C:9]2=[C:4]3[CH:3]=[C:2]([C:29]4[CH:28]=[N:27][N:26]([CH3:25])[CH:30]=4)[NH:14][C:5]3=[N:6][CH:7]=[C:8]2[CH:12]=[N:11]1. The yield is 0.390. (2) The reactants are [Br:1][C:2]1[C:3]([OH:9])=[CH:4][C:5]([Cl:8])=[N:6][CH:7]=1.Cl[C:11]([F:16])([F:15])C([O-])=O.[Na+].C([O-])([O-])=O.[Cs+].[Cs+]. The catalyst is CN(C=O)C. The product is [Br:1][C:2]1[C:3]([O:9][CH:11]([F:16])[F:15])=[CH:4][C:5]([Cl:8])=[N:6][CH:7]=1. The yield is 0.600. (3) The reactants are [F:1][C:2]([CH3:35])([CH3:34])[CH:3]([NH:8][C:9]([C:11]1[N:12]=[C:13]([C:28]2[CH:33]=[CH:32][CH:31]=[CH:30][CH:29]=2)[N:14]2[CH2:20][CH2:19][CH2:18][N:17](C(OC(C)(C)C)=O)[CH2:16][C:15]=12)=[O:10])[C:4]([NH:6][CH3:7])=[O:5].FC(F)(F)C(O)=O. The catalyst is ClCCl. The product is [F:1][C:2]([CH3:35])([CH3:34])[CH:3]([NH:8][C:9]([C:11]1[N:12]=[C:13]([C:28]2[CH:33]=[CH:32][CH:31]=[CH:30][CH:29]=2)[N:14]2[CH2:20][CH2:19][CH2:18][NH:17][CH2:16][C:15]=12)=[O:10])[C:4]([NH:6][CH3:7])=[O:5]. The yield is 0.830. (4) The reactants are [Cl:1][C:2]1[CH:3]=[C:4]2[C:13](=[C:14]3[C:19]=1[CH:18]=[CH:17][CH:16]=[N:15]3)[NH:12][S:11](=[O:21])(=[O:20])[C:10]1[C:5]2=[CH:6][C:7]([C:22]([OH:24])=O)=[CH:8][CH:9]=1.[CH3:25][N:26]([CH3:30])[CH2:27][CH2:28][NH2:29].CCN=C=NCCCN(C)C.Cl.C1C=CC2N(O)N=NC=2C=1. The catalyst is CO.CN(C=O)C. The product is [CH3:25][N:26]([CH3:30])[CH2:27][CH2:28][NH:29][C:22]([C:7]1[CH:6]=[C:5]2[C:10]([S:11](=[O:21])(=[O:20])[NH:12][C:13]3[C:4]2=[CH:3][C:2]([Cl:1])=[C:19]2[C:14]=3[N:15]=[CH:16][CH:17]=[CH:18]2)=[CH:9][CH:8]=1)=[O:24]. The yield is 0.500. (5) The reactants are Cl[C:2]1[C:11]2[C:6](=[C:7]([C:12]3[CH:17]=[CH:16][CH:15]=[CH:14][CH:13]=3)[CH:8]=[CH:9][CH:10]=2)[C:5]([Cl:18])=[N:4][N:3]=1.[C:19]([NH:23][S:24]([C:27]1[CH:28]=[N:29][CH:30]=[C:31](B2OC(C)(C)C(C)(C)O2)[CH:32]=1)(=[O:26])=[O:25])([CH3:22])([CH3:21])[CH3:20].[O-]P([O-])([O-])=O.[K+].[K+].[K+]. The catalyst is O1CCOCC1.O.C([O-])=O.[NH4+].C1C=CC(/C=C/C(/C=C/C2C=CC=CC=2)=O)=CC=1.C1C=CC(/C=C/C(/C=C/C2C=CC=CC=2)=O)=CC=1.C1C=CC(/C=C/C(/C=C/C2C=CC=CC=2)=O)=CC=1.[Pd].[Pd].C1(P(C2CCCCC2)C2CCCCC2)CCCCC1. The product is [C:19]([NH:23][S:24]([C:27]1[CH:28]=[N:29][CH:30]=[C:31]([C:2]2[C:11]3[C:6](=[C:7]([C:12]4[CH:17]=[CH:16][CH:15]=[CH:14][CH:13]=4)[CH:8]=[CH:9][CH:10]=3)[C:5]([Cl:18])=[N:4][N:3]=2)[CH:32]=1)(=[O:26])=[O:25])([CH3:22])([CH3:20])[CH3:21]. The yield is 0.760.